From a dataset of Full USPTO retrosynthesis dataset with 1.9M reactions from patents (1976-2016). Predict the reactants needed to synthesize the given product. (1) Given the product [Cl:1][C:2]1[CH:3]=[CH:4][C:5]([OH:11])=[C:6]([CH:10]=1)[C:7]([O:9][CH3:16])=[O:8], predict the reactants needed to synthesize it. The reactants are: [Cl:1][C:2]1[CH:10]=[C:6]([C:7]([OH:9])=[O:8])[C:5]([OH:11])=[CH:4][CH:3]=1.O=S(Cl)Cl.[CH3:16]O. (2) Given the product [CH2:3]([C:4]1[CH:9]=[CH:8][N:7]=[CH:6][CH:5]=1)[CH2:27][CH2:26][CH2:25][CH2:24][CH2:23][CH2:22][CH2:21][CH2:20][CH2:19][CH2:18][CH2:17][CH2:16][CH2:15][CH2:14][CH2:13][CH2:12][CH2:11][CH3:10], predict the reactants needed to synthesize it. The reactants are: [NH2-].[Na+].[CH3:3][C:4]1[CH:9]=[CH:8][N:7]=[CH:6][CH:5]=1.[CH2:10](Cl)[CH2:11][CH2:12][CH2:13][CH2:14][CH2:15][CH2:16][CH2:17][CH2:18][CH2:19][CH2:20][CH2:21][CH2:22][CH2:23][CH2:24][CH2:25][CH2:26][CH3:27]. (3) The reactants are: [CH3:1][O:2][C:3](=[O:26])[CH:4]([C:9]1[CH:10]=[C:11]([C:16]2[CH:21]=[CH:20][C:19]([C:22]([F:25])([F:24])[F:23])=[CH:18][CH:17]=2)[CH:12]=[C:13]([OH:15])[CH:14]=1)[CH2:5][CH:6]([CH3:8])[CH3:7].[F:27][C:28]([F:39])([F:38])[C:29]1[CH:34]=[CH:33][C:32](B(O)O)=[CH:31][CH:30]=1. Given the product [CH3:1][O:2][C:3](=[O:26])[CH:4]([C:9]1[CH:10]=[C:11]([C:16]2[CH:17]=[CH:18][C:19]([C:22]([F:23])([F:25])[F:24])=[CH:20][CH:21]=2)[CH:12]=[C:13]([O:15][C:32]2[CH:33]=[CH:34][C:29]([C:28]([F:39])([F:38])[F:27])=[CH:30][CH:31]=2)[CH:14]=1)[CH2:5][CH:6]([CH3:8])[CH3:7], predict the reactants needed to synthesize it. (4) The reactants are: [CH3:1][C:2]1([CH3:7])[CH2:6][CH2:5][NH:4][CH2:3]1.C[O:9][C:10]([C:12]1[C:16]([NH:17][C:18]([C:20]2[C:25]([NH:26][C:27]3[CH:28]=[N:29][CH:30]=[N:31][CH:32]=3)=[CH:24][CH:23]=[C:22]([CH:33]3[CH2:35][CH2:34]3)[N:21]=2)=[O:19])=[CH:15][N:14]([CH3:36])[N:13]=1)=O. Given the product [CH3:1][C:2]1([CH3:7])[CH2:6][CH2:5][N:4]([C:10]([C:12]2[C:16]([NH:17][C:18]([C:20]3[C:25]([NH:26][C:27]4[CH:28]=[N:29][CH:30]=[N:31][CH:32]=4)=[CH:24][CH:23]=[C:22]([CH:33]4[CH2:35][CH2:34]4)[N:21]=3)=[O:19])=[CH:15][N:14]([CH3:36])[N:13]=2)=[O:9])[CH2:3]1, predict the reactants needed to synthesize it.